This data is from Forward reaction prediction with 1.9M reactions from USPTO patents (1976-2016). The task is: Predict the product of the given reaction. (1) Given the reactants [Cl:1][C:2]1[C:7]([N+:8]([O-:10])=[O:9])=[C:6]([Cl:11])[N:5]=[CH:4][N:3]=1.[CH3:12][C:13]1[CH:14]=[C:15]([CH:17]=[CH:18][C:19]=1[O:20][C:21]1[CH:22]=[N:23][C:24]([CH3:27])=[CH:25][CH:26]=1)[NH2:16], predict the reaction product. The product is: [ClH:1].[Cl:11][C:6]1[N:5]=[CH:4][N:3]=[C:2]([NH:16][C:15]2[CH:17]=[CH:18][C:19]([O:20][C:21]3[CH:22]=[N:23][C:24]([CH3:27])=[CH:25][CH:26]=3)=[C:13]([CH3:12])[CH:14]=2)[C:7]=1[N+:8]([O-:10])=[O:9]. (2) Given the reactants [NH2:1][C:2]1[C:7]([C:8]([NH:10][NH:11][C:12]([C:14]2[CH:19]=[CH:18][C:17]([CH2:20][N:21]([CH3:29])[C:22](=[O:28])[O:23][C:24]([CH3:27])([CH3:26])[CH3:25])=[CH:16][CH:15]=2)=O)=[O:9])=[CH:6][C:5]([Br:30])=[CH:4][N:3]=1.CCN(C(C)C)C(C)C.BrP(Br)(C1C=CC=CC=1)(C1C=CC=CC=1)C1C=CC=CC=1, predict the reaction product. The product is: [NH2:1][C:2]1[C:7]([C:8]2[O:9][C:12]([C:14]3[CH:19]=[CH:18][C:17]([CH2:20][N:21]([CH3:29])[C:22](=[O:28])[O:23][C:24]([CH3:26])([CH3:27])[CH3:25])=[CH:16][CH:15]=3)=[N:11][N:10]=2)=[CH:6][C:5]([Br:30])=[CH:4][N:3]=1. (3) Given the reactants C(NC(C)C)(C)C.[Li].[CH2:9]([N:11]([CH2:22][CH3:23])[C:12](=[O:21])[O:13][C:14]1[CH:19]=[CH:18][CH:17]=[C:16]([Cl:20])[CH:15]=1)[CH3:10].[I:24]I, predict the reaction product. The product is: [CH2:22]([N:11]([CH2:9][CH3:10])[C:12](=[O:21])[O:13][C:14]1[CH:19]=[CH:18][CH:17]=[C:16]([Cl:20])[C:15]=1[I:24])[CH3:23]. (4) Given the reactants [N:1]1([CH2:6][C:7]2[CH:12]=[CH:11][C:10]([CH2:13][CH2:14][NH2:15])=[CH:9][CH:8]=2)[CH2:5][CH2:4][CH2:3][CH2:2]1.[F:16][C:17]([F:32])([F:31])[CH2:18][CH2:19][CH2:20][O:21][C:22]1[CH:30]=[CH:29][C:25]([C:26](O)=[O:27])=[CH:24][CH:23]=1, predict the reaction product. The product is: [N:1]1([CH2:6][C:7]2[CH:12]=[CH:11][C:10]([CH2:13][CH2:14][NH:15][C:26](=[O:27])[C:25]3[CH:29]=[CH:30][C:22]([O:21][CH2:20][CH2:19][CH2:18][C:17]([F:32])([F:31])[F:16])=[CH:23][CH:24]=3)=[CH:9][CH:8]=2)[CH2:5][CH2:4][CH2:3][CH2:2]1. (5) Given the reactants [F:1][C:2]1[CH:7]=[C:6]([C:8]2[CH:9]=[C:10]3[C:16]([C:17]4[CH:21]=[CH:20][N:19]([CH2:22][CH2:23][C:24]5[CH:29]=[CH:28][CH:27]=[CH:26][CH:25]=5)[N:18]=4)=[CH:15][NH:14][C:11]3=[N:12][CH:13]=2)[CH:5]=[CH:4][C:3]=1[CH:30]1[CH2:35][CH2:34][N:33](C(OC(C)(C)C)=O)[CH2:32][CH2:31]1, predict the reaction product. The product is: [F:1][C:2]1[CH:7]=[C:6]([C:8]2[CH:9]=[C:10]3[C:16]([C:17]4[CH:21]=[CH:20][N:19]([CH2:22][CH2:23][C:24]5[CH:25]=[CH:26][CH:27]=[CH:28][CH:29]=5)[N:18]=4)=[CH:15][NH:14][C:11]3=[N:12][CH:13]=2)[CH:5]=[CH:4][C:3]=1[CH:30]1[CH2:31][CH2:32][NH:33][CH2:34][CH2:35]1. (6) Given the reactants [CH:1]1([C:7]2([CH3:15])[N:11]([CH3:12])[C:10](=[O:13])[NH:9][C:8]2=[O:14])[CH2:6][CH2:5][CH2:4][CH2:3][CH2:2]1.[H-].[Na+].Br[CH2:19][C:20]([C:22]1[CH:26]=[CH:25][NH:24][CH:23]=1)=[O:21], predict the reaction product. The product is: [CH:1]1([C:7]2([CH3:15])[N:11]([CH3:12])[C:10](=[O:13])[N:9]([CH2:19][C:20](=[O:21])[C:22]3[CH:26]=[CH:25][NH:24][CH:23]=3)[C:8]2=[O:14])[CH2:2][CH2:3][CH2:4][CH2:5][CH2:6]1. (7) Given the reactants [CH3:1][C:2]1[C:3]([C:18]2[CH:27]=[CH:26][C:25]3[C:20](=[CH:21][CH:22]=[CH:23][CH:24]=3)[CH:19]=2)=[C:4]([C:9]2[C:14]([F:15])=[CH:13][C:12]([F:16])=[CH:11][C:10]=2[F:17])[C:5](=O)[NH:6][N:7]=1.P(Cl)(Cl)([Cl:30])=O, predict the reaction product. The product is: [Cl:30][C:5]1[N:6]=[N:7][C:2]([CH3:1])=[C:3]([C:18]2[CH:27]=[CH:26][C:25]3[C:20](=[CH:21][CH:22]=[CH:23][CH:24]=3)[CH:19]=2)[C:4]=1[C:9]1[C:14]([F:15])=[CH:13][C:12]([F:16])=[CH:11][C:10]=1[F:17]. (8) Given the reactants [OH:1][C@@H:2]1[CH2:6][C@H:5]([OH:7])[C@H:4]([CH2:8]/[CH:9]=[CH:10]\[CH2:11][CH2:12][CH2:13][C:14](O)=[O:15])[C@H:3]1[CH:17]=[CH:18][C@H:19]([OH:28])[CH2:20][CH2:21][C:22]1[CH:27]=[CH:26][CH:25]=[CH:24][CH:23]=1.C(N(CC)CC)C.ClC(OCC)=O.[CH2:42]([NH2:44])[CH3:43], predict the reaction product. The product is: [CH3:43][CH2:42][NH:44][C:14]([CH2:13][CH2:12][CH2:11]/[CH:10]=[CH:9]\[CH2:8][C@@H:4]1[C@@H:3](/[CH:17]=[CH:18]/[C@@H:19]([OH:28])[CH2:20][CH2:21][C:22]2[CH:27]=[CH:26][CH:25]=[CH:24][CH:23]=2)[C@H:2]([OH:1])[CH2:6][C@@H:5]1[OH:7])=[O:15]. (9) Given the reactants Cl.[CH2:2]([NH:4][C:5]([NH:7][C:8]1[CH:13]=[CH:12][C:11]([C:14]2[N:15]=[C:16]([N:24]3[CH2:29][CH2:28][O:27][CH2:26][CH2:25]3)[C:17]3[CH2:23][CH2:22][NH:21][CH2:20][C:18]=3[N:19]=2)=[CH:10][CH:9]=1)=[O:6])[CH3:3].[F:30][C:31]1[CH:39]=[CH:38][C:34]([C:35](Cl)=[O:36])=[CH:33][CH:32]=1, predict the reaction product. The product is: [CH2:2]([NH:4][C:5]([NH:7][C:8]1[CH:9]=[CH:10][C:11]([C:14]2[N:15]=[C:16]([N:24]3[CH2:25][CH2:26][O:27][CH2:28][CH2:29]3)[C:17]3[CH2:23][CH2:22][N:21]([C:35](=[O:36])[C:34]4[CH:38]=[CH:39][C:31]([F:30])=[CH:32][CH:33]=4)[CH2:20][C:18]=3[N:19]=2)=[CH:12][CH:13]=1)=[O:6])[CH3:3].